From a dataset of Forward reaction prediction with 1.9M reactions from USPTO patents (1976-2016). Predict the product of the given reaction. Given the reactants Cl.[C:2]([C:6]1[N:11]=[CH:10][C:9]([C:12]2[N:13]([C:33]([N:35]3[CH2:40][CH2:39][N:38]([CH2:41][C:42](O)=[O:43])[CH2:37][CH2:36]3)=[O:34])[C@@:14]([C:26]3[CH:31]=[CH:30][C:29]([Cl:32])=[CH:28][CH:27]=3)([CH3:25])[C@@:15]([C:18]3[CH:23]=[CH:22][C:21]([Cl:24])=[CH:20][CH:19]=3)([CH3:17])[N:16]=2)=[C:8]([O:45][CH2:46][CH3:47])[CH:7]=1)([CH3:5])([CH3:4])[CH3:3].[NH2:48][C:49]1[CH:54]=[CH:53][CH:52]=[CH:51][N:50]=1, predict the reaction product. The product is: [C:2]([C:6]1[N:11]=[CH:10][C:9]([C:12]2[N:13]([C:33]([N:35]3[CH2:36][CH2:37][N:38]([CH2:41][C:42]([NH:48][C:49]4[CH:54]=[CH:53][CH:52]=[CH:51][N:50]=4)=[O:43])[CH2:39][CH2:40]3)=[O:34])[C@@:14]([C:26]3[CH:27]=[CH:28][C:29]([Cl:32])=[CH:30][CH:31]=3)([CH3:25])[C@@:15]([C:18]3[CH:23]=[CH:22][C:21]([Cl:24])=[CH:20][CH:19]=3)([CH3:17])[N:16]=2)=[C:8]([O:45][CH2:46][CH3:47])[CH:7]=1)([CH3:4])([CH3:3])[CH3:5].